This data is from Reaction yield outcomes from USPTO patents with 853,638 reactions. The task is: Predict the reaction yield, written as a fraction of the theoretical maximum amount of product (1.0 means a 100% yield; for example, 0.34 means a 34% yield). (1) The reactants are [C:1]1([NH:7][C:8]2[C:17]3[CH:18]=[CH:19][S:20][C:16]=3[C:15]3[CH:14]=[CH:13][C:12]([C:21]([OH:23])=O)=[CH:11][C:10]=3[N:9]=2)[CH:6]=[CH:5][CH:4]=[CH:3][CH:2]=1.[CH3:24][S:25]([NH2:28])(=[O:27])=[O:26].CCN=C=NCCCN(C)C.O. The catalyst is CN(C1C=CN=CC=1)C.CN(C=O)C. The product is [CH3:24][S:25]([NH:28][C:21]([C:12]1[CH:13]=[CH:14][C:15]2[C:16]3[S:20][CH:19]=[CH:18][C:17]=3[C:8]([NH:7][C:1]3[CH:6]=[CH:5][CH:4]=[CH:3][CH:2]=3)=[N:9][C:10]=2[CH:11]=1)=[O:23])(=[O:27])=[O:26]. The yield is 0.810. (2) The reactants are [C:1]([O:8][C:9]([C:12]([CH2:15][CH2:16]I)([F:14])[F:13])([F:11])[F:10])([C:4]([F:7])([F:6])[F:5])([F:3])[F:2].CN1CCCC1=[O:24]. The catalyst is O. The product is [C:1]([O:8][C:9]([C:12]([CH2:15][CH2:16][OH:24])([F:14])[F:13])([F:11])[F:10])([C:4]([F:7])([F:6])[F:5])([F:3])[F:2]. The yield is 0.520.